From a dataset of Forward reaction prediction with 1.9M reactions from USPTO patents (1976-2016). Predict the product of the given reaction. (1) Given the reactants Br[C:2]1[CH:11]=[C:10]2[C:5]([CH:6]=[CH:7][C:8]([O:16][C@H:17]3[CH2:22][CH2:21][C@@H:20]([CH3:23])[CH2:19][CH2:18]3)=[C:9]2[C:12]([F:15])([F:14])[F:13])=[CH:4][CH:3]=1.[O:24]1CCC[CH2:25]1.C([Li])CCC.C1CCCCC1.CN(C)C=O.Cl, predict the reaction product. The product is: [CH3:23][C@@H:20]1[CH2:19][CH2:18][C@H:17]([O:16][C:8]2[C:9]([C:12]([F:15])([F:13])[F:14])=[C:10]3[C:5]([CH:4]=[CH:3][C:2]([CH:25]=[O:24])=[CH:11]3)=[CH:6][CH:7]=2)[CH2:22][CH2:21]1. (2) The product is: [F:1][C:2]1[CH:7]=[CH:6][C:5]([CH:8]([C:18]2[CH:23]=[CH:22][C:21]([F:24])=[CH:20][CH:19]=2)[C@@H:9]([NH:13][C:14]([O:16][CH3:17])=[O:15])[C:10]([NH:49][CH:50]2[CH2:54][C:53]([F:56])([F:55])[CH2:52][CH:51]2[CH2:57][CH2:58][C@@H:59]2[N:64]([S:65]([C:68]3[CH:73]=[CH:72][CH:71]=[CH:70][CH:69]=3)(=[O:66])=[O:67])[CH2:63][CH2:62][N:61]([C:74]([O:76][CH2:77][C:78]3[CH:79]=[CH:80][CH:81]=[CH:82][CH:83]=3)=[O:75])[CH2:60]2)=[O:12])=[CH:4][CH:3]=1. Given the reactants [F:1][C:2]1[CH:7]=[CH:6][C:5]([CH:8]([C:18]2[CH:23]=[CH:22][C:21]([F:24])=[CH:20][CH:19]=2)[CH:9]([NH:13][C:14]([O:16][CH3:17])=[O:15])[C:10]([OH:12])=O)=[CH:4][CH:3]=1.CN(C(ON1N=NC2C=CC=NC1=2)=[N+](C)C)C.F[P-](F)(F)(F)(F)F.[NH2:49][CH:50]1[CH2:54][C:53]([F:56])([F:55])[CH2:52][CH:51]1[CH2:57][CH2:58][C@@H:59]1[N:64]([S:65]([C:68]2[CH:73]=[CH:72][CH:71]=[CH:70][CH:69]=2)(=[O:67])=[O:66])[CH2:63][CH2:62][N:61]([C:74]([O:76][CH2:77][C:78]2[CH:83]=[CH:82][CH:81]=[CH:80][CH:79]=2)=[O:75])[CH2:60]1.CCN(C(C)C)C(C)C, predict the reaction product.